Regression. Given two drug SMILES strings and cell line genomic features, predict the synergy score measuring deviation from expected non-interaction effect. From a dataset of NCI-60 drug combinations with 297,098 pairs across 59 cell lines. Drug 1: CS(=O)(=O)CCNCC1=CC=C(O1)C2=CC3=C(C=C2)N=CN=C3NC4=CC(=C(C=C4)OCC5=CC(=CC=C5)F)Cl. Drug 2: CN1C=C(C=N1)C2=C3N=C(C(=C(N3N=C2)N)Br)C4CCCNC4. Cell line: UACC62. Synergy scores: CSS=29.3, Synergy_ZIP=-2.45, Synergy_Bliss=3.03, Synergy_Loewe=3.43, Synergy_HSA=5.12.